Task: Predict the reactants needed to synthesize the given product.. Dataset: Full USPTO retrosynthesis dataset with 1.9M reactions from patents (1976-2016) (1) Given the product [Si:29]([O:22][CH:21]1[C:15]2[S:14][C:13]([C:5]3[CH:6]=[CH:7][C:8]([N:10]([CH3:12])[CH3:11])=[CH:9][C:4]=3[C:3]([O:2][CH3:1])=[O:23])=[N:17][C:16]=2[CH2:18][CH2:19][CH2:20]1)([C:32]([CH3:35])([CH3:34])[CH3:33])([CH3:31])[CH3:30], predict the reactants needed to synthesize it. The reactants are: [CH3:1][O:2][C:3](=[O:23])[C:4]1[CH:9]=[C:8]([N:10]([CH3:12])[CH3:11])[CH:7]=[CH:6][C:5]=1[C:13]1[S:14][C:15]2[CH:21]([OH:22])[CH2:20][CH2:19][CH2:18][C:16]=2[N:17]=1.N1C=CN=C1.[Si:29](Cl)([C:32]([CH3:35])([CH3:34])[CH3:33])([CH3:31])[CH3:30].O. (2) Given the product [CH3:4][C:2]([Si:5]([CH3:22])([CH3:21])[O:6][C@@H:7]1[CH2:11][N:10]([C:12]([O:14][C:15]([CH3:16])([CH3:18])[CH3:17])=[O:13])[C@@H:9]([CH2:19][O:20][CH2:23][CH3:24])[CH2:8]1)([CH3:1])[CH3:3], predict the reactants needed to synthesize it. The reactants are: [CH3:1][C:2]([Si:5]([CH3:22])([CH3:21])[O:6][C@@H:7]1[CH2:11][N:10]([C:12]([O:14][C:15]([CH3:18])([CH3:17])[CH3:16])=[O:13])[C@@H:9]([CH2:19][OH:20])[CH2:8]1)([CH3:4])[CH3:3].[CH2:23](Br)[CH3:24].[H-].[Na+].